This data is from Full USPTO retrosynthesis dataset with 1.9M reactions from patents (1976-2016). The task is: Predict the reactants needed to synthesize the given product. (1) Given the product [CH3:48][C:47]([O:56][O:57][C:58]([CH3:61])([CH3:60])[CH3:59])([CH3:50])[CH3:49], predict the reactants needed to synthesize it. The reactants are: C(OOC(C1C=C(C=CC=1C(OOC(C)(C)C)=O)C(C1C=CC(C(OOC(C)(C)C)=O)=C(C(OOC(C)(C)C)=O)C=1)=O)=O)(C)(C)C.[C:47]([O:56][O:57][C:58]([C:61]1C=CC=CC=1)([CH3:60])[CH3:59])([C:50]1C=CC=CC=1)([CH3:49])[CH3:48]. (2) Given the product [CH3:1][CH:2]([CH2:7][C:8]1[NH:9][C:10]2[C:15]([CH:16]=1)=[CH:14][C:13]([O:17][CH2:18][CH2:19][CH2:20][NH:21][C:22]1[CH:27]=[CH:26][CH:25]=[CH:24][N:23]=1)=[CH:12][CH:11]=2)[C:3]([OH:5])=[O:4], predict the reactants needed to synthesize it. The reactants are: [CH3:1][CH:2]([CH2:7][C:8]1[NH:9][C:10]2[C:15]([CH:16]=1)=[CH:14][C:13]([O:17][CH2:18][CH2:19][CH2:20][NH:21][C:22]1[CH:27]=[CH:26][CH:25]=[CH:24][N:23]=1)=[CH:12][CH:11]=2)[C:3]([O:5]C)=[O:4].[OH-].[Na+]. (3) Given the product [Cl:18][C:19]1[CH:26]=[C:25]([F:27])[CH:24]=[CH:23][C:20]=1[CH2:21][N:12]1[C:13]([CH3:17])([CH3:16])[C:14](=[O:15])[N:11]1[CH:2]1[CH:3]2[CH2:4][CH:5]3[CH2:6][CH:7]([CH2:8][CH:1]1[CH2:10]3)[CH2:9]2, predict the reactants needed to synthesize it. The reactants are: [CH:1]12[CH2:10][CH:5]3[CH2:6][CH:7]([CH2:9][CH:3]([CH2:4]3)[CH:2]1[N:11]1[C:14](=[O:15])[C:13]([CH3:17])([CH3:16])[NH:12]1)[CH2:8]2.[Cl:18][C:19]1[CH:26]=[C:25]([F:27])[CH:24]=[CH:23][C:20]=1[CH2:21]Br. (4) The reactants are: [O:1]=[C:2]1[C:7]2=[CH:8][C:9]3[C:14]([N:6]2[CH2:5][CH2:4][CH2:3]1)=[CH:13][C:12]([C:15]([OH:17])=O)=[CH:11][CH:10]=3.CN(C(ON1N=[N:33][C:28]2[CH:29]=[CH:30][CH:31]=[N:32][C:27]1=2)=[N+](C)C)C.F[P-](F)(F)(F)(F)F.N1C=CC=C(N)C=1.O. Given the product [N:32]1[CH:31]=[CH:30][CH:29]=[C:28]([NH:33][C:15]([C:12]2[CH:13]=[C:14]3[C:9]([CH:8]=[C:7]4[C:2](=[O:1])[CH2:3][CH2:4][CH2:5][N:6]43)=[CH:10][CH:11]=2)=[O:17])[CH:27]=1, predict the reactants needed to synthesize it. (5) Given the product [C:1]([O:5][C:6]([NH:8][CH2:9][CH2:10][CH2:11][CH2:12][CH2:13][CH:14]([OH:15])[CH3:16])=[O:7])([CH3:4])([CH3:3])[CH3:2], predict the reactants needed to synthesize it. The reactants are: [C:1]([O:5][C:6]([NH:8][CH2:9][CH2:10][CH2:11][CH2:12][CH2:13][CH:14]=[O:15])=[O:7])([CH3:4])([CH3:3])[CH3:2].[CH3:16][Mg]Br.O. (6) Given the product [C:1]([O:5][C:6]([N:8]1[CH2:14][CH2:13][C:12]2[C:15]([S:20][CH2:21][C:28]3[N:29]=[N:30][C:31]([Cl:34])=[CH:32][CH:33]=3)=[C:16]([Cl:19])[CH:17]=[CH:18][C:11]=2[CH2:10][CH2:9]1)=[O:7])([CH3:3])([CH3:4])[CH3:2], predict the reactants needed to synthesize it. The reactants are: [C:1]([O:5][C:6]([N:8]1[CH2:14][CH2:13][C:12]2[C:15]([S:20][C:21](=O)N(C)C)=[C:16]([Cl:19])[CH:17]=[CH:18][C:11]=2[CH2:10][CH2:9]1)=[O:7])([CH3:4])([CH3:3])[CH3:2].BrC[C:28]1[N:29]=[N:30][C:31]([Cl:34])=[CH:32][CH:33]=1.